This data is from Peptide-MHC class I binding affinity with 185,985 pairs from IEDB/IMGT. The task is: Regression. Given a peptide amino acid sequence and an MHC pseudo amino acid sequence, predict their binding affinity value. This is MHC class I binding data. (1) The peptide sequence is YTKVVHYRK. The MHC is HLA-A33:01 with pseudo-sequence HLA-A33:01. The binding affinity (normalized) is 0.787. (2) The peptide sequence is DEEGNLLDSY. The MHC is HLA-A30:02 with pseudo-sequence HLA-A30:02. The binding affinity (normalized) is 0.159.